From a dataset of Reaction yield outcomes from USPTO patents with 853,638 reactions. Predict the reaction yield, written as a fraction of the theoretical maximum amount of product (1.0 means a 100% yield; for example, 0.34 means a 34% yield). (1) The reactants are [OH:1][N:2]=[C:3](Cl)[C:4]1[C:8]([NH:9][CH2:10][CH2:11][O:12][CH3:13])=[N:7][O:6][N:5]=1.FC(F)(F)C(O)=O.[Br:22][C:23]1[CH:24]=[C:25]([CH2:28][NH2:29])[O:26][CH:27]=1.C(N(CC)CC)C. The catalyst is C(O)C. The product is [Br:22][C:23]1[CH:24]=[C:25]([CH2:28][NH:29][C:3]([C:4]2[C:8]([NH:9][CH2:10][CH2:11][O:12][CH3:13])=[N:7][O:6][N:5]=2)=[N:2][OH:1])[O:26][CH:27]=1. The yield is 1.00. (2) The reactants are [Cl:1][C:2]1[C:6]([Cl:7])=[C:5]([CH3:8])[NH:4][C:3]=1[C:9]([NH:11][C@@H:12]1[CH2:17][CH2:16][N:15](C(OCC)=O)[CH2:14][C@@H:13]1[O:23][CH2:24][CH3:25])=[O:10].[OH-].[K+].O.NN.O. The catalyst is C(O)CO. The product is [Cl:1][C:2]1[C:6]([Cl:7])=[C:5]([CH3:8])[NH:4][C:3]=1[C:9]([NH:11][C@@H:12]1[CH2:17][CH2:16][NH:15][CH2:14][C@@H:13]1[O:23][CH2:24][CH3:25])=[O:10]. The yield is 0.650.